The task is: Regression. Given two drug SMILES strings and cell line genomic features, predict the synergy score measuring deviation from expected non-interaction effect.. This data is from NCI-60 drug combinations with 297,098 pairs across 59 cell lines. Drug 1: CC(C1=C(C=CC(=C1Cl)F)Cl)OC2=C(N=CC(=C2)C3=CN(N=C3)C4CCNCC4)N. Drug 2: CC1=C2C(C(=O)C3(C(CC4C(C3C(C(C2(C)C)(CC1OC(=O)C(C(C5=CC=CC=C5)NC(=O)C6=CC=CC=C6)O)O)OC(=O)C7=CC=CC=C7)(CO4)OC(=O)C)O)C)OC(=O)C. Cell line: A549. Synergy scores: CSS=59.0, Synergy_ZIP=2.82, Synergy_Bliss=2.50, Synergy_Loewe=-7.30, Synergy_HSA=4.89.